This data is from Forward reaction prediction with 1.9M reactions from USPTO patents (1976-2016). The task is: Predict the product of the given reaction. (1) Given the reactants [OH-].[Li+].[C:3]([N:6]1[C:15]2[C:10](=[CH:11][C:12]([C:16]3[CH:21]=[CH:20][C:19]([CH2:22][C:23]([O:25]CC)=[O:24])=[CH:18][CH:17]=3)=[CH:13][CH:14]=2)[C@H:9]([NH:28][C:29]([O:31][CH:32]([CH3:34])[CH3:33])=[O:30])[CH2:8][C@@H:7]1[CH3:35])(=[O:5])[CH3:4], predict the reaction product. The product is: [C:3]([N:6]1[C:15]2[C:10](=[CH:11][C:12]([C:16]3[CH:21]=[CH:20][C:19]([CH2:22][C:23]([OH:25])=[O:24])=[CH:18][CH:17]=3)=[CH:13][CH:14]=2)[C@H:9]([NH:28][C:29]([O:31][CH:32]([CH3:34])[CH3:33])=[O:30])[CH2:8][C@@H:7]1[CH3:35])(=[O:5])[CH3:4]. (2) Given the reactants [OH:1][C:2]1[CH:3]=[C:4]([N+:13]([O-:15])=[O:14])[C:5]([CH3:12])=[C:6]([CH:11]=1)[C:7]([O:9][CH3:10])=[O:8].C(=O)([O-])[O-].[Cs+].[Cs+].Br[CH2:23][CH2:24][OH:25].C(OCC)(=O)C, predict the reaction product. The product is: [OH:25][CH2:24][CH2:23][O:1][C:2]1[CH:3]=[C:4]([N+:13]([O-:15])=[O:14])[C:5]([CH3:12])=[C:6]([CH:11]=1)[C:7]([O:9][CH3:10])=[O:8].